This data is from Reaction yield outcomes from USPTO patents with 853,638 reactions. The task is: Predict the reaction yield, written as a fraction of the theoretical maximum amount of product (1.0 means a 100% yield; for example, 0.34 means a 34% yield). The reactants are [NH2:1][C:2]1[CH:3]=[CH:4][CH:5]=[C:6]2[C:11]=1[N:10]=[CH:9][CH:8]=[CH:7]2.[N+:12]([C:15]1[CH:20]=[C:19]([F:21])[CH:18]=[CH:17][C:16]=1[S:22](Cl)(=[O:24])=[O:23])([O-:14])=[O:13]. No catalyst specified. The product is [F:21][C:19]1[CH:18]=[CH:17][C:16]([S:22]([NH:1][C:2]2[CH:3]=[CH:4][CH:5]=[C:6]3[C:11]=2[N:10]=[CH:9][CH:8]=[CH:7]3)(=[O:24])=[O:23])=[C:15]([N+:12]([O-:14])=[O:13])[CH:20]=1. The yield is 0.910.